From a dataset of Buchwald-Hartwig C-N cross coupling reaction yields with 55,370 reactions. Predict the reaction yield, written as a fraction of the theoretical maximum amount of product (1.0 means a 100% yield; for example, 0.34 means a 34% yield). The reactants are Ic1ccccn1.Cc1ccc(N)cc1.O=S(=O)(O[Pd]1c2ccccc2-c2ccccc2N~1)C(F)(F)F.COc1ccc(OC)c(P(C(C)(C)C)C(C)(C)C)c1-c1c(C(C)C)cc(C(C)C)cc1C(C)C.CN1CCCN2CCCN=C12.CCOC(=O)c1cnoc1. No catalyst specified. The product is Cc1ccc(Nc2ccccn2)cc1. The yield is 0.449.